From a dataset of Catalyst prediction with 721,799 reactions and 888 catalyst types from USPTO. Predict which catalyst facilitates the given reaction. (1) Reactant: [C:1]([CH:3]1[CH2:8][CH2:7][N:6]([C:9]([O:11][C:12]([CH3:15])([CH3:14])[CH3:13])=[O:10])[CH2:5][CH2:4]1)#[N:2].[N-:16]=[N+:17]=[N-:18].[Na+].[Cl-].[NH4+]. Product: [N:2]1[NH:16][N:17]=[N:18][C:1]=1[CH:3]1[CH2:8][CH2:7][N:6]([C:9]([O:11][C:12]([CH3:15])([CH3:14])[CH3:13])=[O:10])[CH2:5][CH2:4]1. The catalyst class is: 9. (2) Reactant: [CH3:1][CH:2]([O:4][CH:5]1[CH2:14][CH2:13][C:8]2(OCC[O:9]2)[CH2:7][CH2:6]1)[CH3:3].Cl.O. The catalyst class is: 7. Product: [CH3:3][CH:2]([O:4][CH:5]1[CH2:14][CH2:13][C:8](=[O:9])[CH2:7][CH2:6]1)[CH3:1]. (3) Reactant: [F:1][C:2]([F:42])([F:41])[C:3]1[CH:40]=[CH:39][C:6]([CH2:7][N:8]([CH2:16][C:17]2[CH:22]=[CH:21][C:20]([C:23]3[O:27][N:26]=[C:25]([CH2:28][CH2:29][CH2:30][CH2:31][CH2:32][CH2:33][CH2:34][CH2:35][CH2:36][CH2:37][CH3:38])[N:24]=3)=[CH:19][CH:18]=2)C(=O)OC(C)(C)C)=[CH:5][CH:4]=1.[ClH:43]. Product: [ClH:43].[F:42][C:2]([F:1])([F:41])[C:3]1[CH:4]=[CH:5][C:6]([CH2:7][NH:8][CH2:16][C:17]2[CH:18]=[CH:19][C:20]([C:23]3[O:27][N:26]=[C:25]([CH2:28][CH2:29][CH2:30][CH2:31][CH2:32][CH2:33][CH2:34][CH2:35][CH2:36][CH2:37][CH3:38])[N:24]=3)=[CH:21][CH:22]=2)=[CH:39][CH:40]=1. The catalyst class is: 2. (4) Reactant: [CH3:1][C:2]1[CH:10]=[C:9](/[C:11](/[S:18][CH3:19])=[N:12]/[CH2:13][Si:14]([CH3:17])([CH3:16])[CH3:15])[CH:8]=[CH:7][C:3]=1[C:4]([OH:6])=O.[S:20]1[CH2:23][CH:22]([NH2:24])[CH2:21]1.CCN(C(C)C)C(C)C.F[B-](F)(F)F.BrC1C=CC=C[N+]=1CC. Product: [CH3:19][S:18][C:11](=[N:12][CH2:13][Si:14]([CH3:17])([CH3:16])[CH3:15])[C:9]1[CH:8]=[CH:7][C:3]([C:4](=[O:6])[NH:24][CH:22]2[CH2:23][S:20][CH2:21]2)=[C:2]([CH3:1])[CH:10]=1. The catalyst class is: 46. (5) Reactant: Br[C:2]1[CH:7]=[CH:6][C:5]([O:8][CH3:9])=[CH:4][C:3]=1[Cl:10].[O:11]1[CH:15]=[CH:14][N:13]=[CH:12]1.CC([O-])(C)C.[K+]. Product: [Cl:10][C:3]1[CH:4]=[C:5]([O:8][CH3:9])[CH:6]=[CH:7][C:2]=1[C:12]1[O:11][CH:15]=[CH:14][N:13]=1. The catalyst class is: 77. (6) Reactant: [CH3:1][C:2]([CH3:19])([CH2:13][CH2:14][CH2:15][CH2:16][CH2:17][CH3:18])[C:3]([O:5][C:6]1[CH:11]=[CH:10][C:9]([OH:12])=[CH:8][CH:7]=1)=[O:4].[H-].[Na+].[N+](C1C=C(S(O[CH2:35][C@@H:36]2[CH2:38][O:37]2)(=O)=O)C=CC=1)([O-])=O. Product: [CH3:1][C:2]([CH3:19])([CH2:13][CH2:14][CH2:15][CH2:16][CH2:17][CH3:18])[C:3]([O:5][C:6]1[CH:11]=[CH:10][C:9]([O:12][CH2:35][C@@H:36]2[CH2:38][O:37]2)=[CH:8][CH:7]=1)=[O:4]. The catalyst class is: 35.